Predict the reactants needed to synthesize the given product. From a dataset of Full USPTO retrosynthesis dataset with 1.9M reactions from patents (1976-2016). (1) The reactants are: [Cl:1][C:2]1[CH:3]=[C:4]([C:9]2[C:21]([CH3:22])=[CH:20][C:12]([C:13]([NH:15][S:16]([CH3:19])(=[O:18])=[O:17])=[O:14])=[C:11]([F:23])[CH:10]=2)[CH:5]=[N:6][C:7]=1F.C(=O)([O-])[O-].[Cs+].[Cs+].[CH3:30][O:31][C:32]1[CH:33]=[C:34]([CH2:38][SH:39])[CH:35]=[CH:36][CH:37]=1. Given the product [Cl:1][C:2]1[CH:3]=[C:4]([C:9]2[C:21]([CH3:22])=[CH:20][C:12]([C:13]([NH:15][S:16]([CH3:19])(=[O:18])=[O:17])=[O:14])=[C:11]([F:23])[CH:10]=2)[CH:5]=[N:6][C:7]=1[S:39][CH2:38][C:34]1[CH:35]=[CH:36][CH:37]=[C:32]([O:31][CH3:30])[CH:33]=1, predict the reactants needed to synthesize it. (2) Given the product [C:1]1([CH:7]([N:9]2[C:10]3=[N:15][C:14]([C:16]4[CH:25]=[CH:24][CH:23]=[C:22]5[C:17]=4[CH:18]=[CH:19][CH:20]=[N:21]5)=[CH:13][N:12]=[C:11]3[O:26][C:27]2=[O:28])[CH3:8])[CH:2]=[CH:3][CH:4]=[CH:5][CH:6]=1, predict the reactants needed to synthesize it. The reactants are: [C:1]1([CH:7]([NH:9][C:10]2[C:11](=[O:26])[NH:12][CH:13]=[C:14]([C:16]3[CH:25]=[CH:24][CH:23]=[C:22]4[C:17]=3[CH:18]=[CH:19][CH:20]=[N:21]4)[N:15]=2)[CH3:8])[CH:6]=[CH:5][CH:4]=[CH:3][CH:2]=1.[C:27](N1C=CN=C1)(N1C=CN=C1)=[O:28]. (3) Given the product [Cl:44][C:41]1[CH:42]=[N:43][C:11]([N:8]2[CH2:9][CH2:10][C@H:6]([O:5][C:4]3[CH:18]=[CH:19][CH:20]=[C:2]([F:1])[CH:3]=3)[CH2:7]2)=[C:23]([CH:40]=1)[C:24]([NH:26][C:27]1([C:30]2[CH:31]=[CH:32][C:33]([C:34]([O:36][CH3:37])=[O:35])=[CH:38][CH:39]=2)[CH2:29][CH2:28]1)=[O:25], predict the reactants needed to synthesize it. The reactants are: [F:1][C:2]1[CH:3]=[C:4]([CH:18]=[CH:19][CH:20]=1)[O:5][C@H:6]1[CH2:10][CH2:9][N:8]([C:11](OC(C)(C)C)=O)[CH2:7]1.ClC1[N:43]=[CH:42][C:41]([Cl:44])=[CH:40][C:23]=1[C:24]([NH:26][C:27]1([C:30]2[CH:39]=[CH:38][C:33]([C:34]([O:36][CH3:37])=[O:35])=[CH:32][CH:31]=2)[CH2:29][CH2:28]1)=[O:25].